This data is from Full USPTO retrosynthesis dataset with 1.9M reactions from patents (1976-2016). The task is: Predict the reactants needed to synthesize the given product. (1) Given the product [CH:56]1([C:55]2[N:54]([C:59]3[CH:68]=[CH:67][CH:66]=[C:65]4[C:60]=3[CH:61]=[CH:62][CH:63]=[N:64]4)[N:53]=[CH:52][C:51]=2[C:49]([OH:50])=[O:48])[CH2:57][CH2:58]1, predict the reactants needed to synthesize it. The reactants are: COC(=O)CC(C1CC1)=O.COC(OC)N(C)C.CN(/C=C(/C(=O)C1CC1)\C(OC)=O)C.Cl.Cl.N(C1C=CC=C2C=1C=CC=N2)N.C[O:48][C:49]([C:51]1[CH:52]=[N:53][N:54]([C:59]2[CH:68]=[CH:67][CH:66]=[C:65]3[C:60]=2[CH:61]=[CH:62][CH:63]=[N:64]3)[C:55]=1[CH:56]1[CH2:58][CH2:57]1)=[O:50]. (2) Given the product [CH3:27][N:28]([CH3:29])[C:2]1[CH:3]=[N:4][CH:5]=[CH:6][C:7]=1[C:8]1[O:9][C:10]2[CH:16]=[CH:15][C:14]([C:17]([F:20])([F:19])[F:18])=[CH:13][C:11]=2[N:12]=1, predict the reactants needed to synthesize it. The reactants are: F[C:2]1[CH:3]=[N:4][CH:5]=[CH:6][C:7]=1[C:8]1[O:9][C:10]2[CH:16]=[CH:15][C:14]([C:17]([F:20])([F:19])[F:18])=[CH:13][C:11]=2[N:12]=1.C(=O)([O-])[O-].[K+].[K+].[CH3:27][N:28](C=O)[CH3:29].CNC. (3) Given the product [F:41][C:38]1[CH:39]=[CH:40][C:35]([N:6]2[C:7]3[C:12](=[CH:11][CH:10]=[CH:9][CH:8]=3)[CH2:13][C:14]3[CH:1]=[CH:2][CH:3]=[CH:4][C:5]2=3)=[CH:36][CH:37]=1, predict the reactants needed to synthesize it. The reactants are: [CH:1]1[C:14]2[CH2:13][C:12]3[C:7](=[CH:8][CH:9]=[CH:10][CH:11]=3)[NH:6][C:5]=2[CH:4]=[CH:3][CH:2]=1.C(P(C(C)(C)C)C(C)(C)C)(C)(C)C.CC(C)([O-])C.[Na+].Br[C:35]1[CH:40]=[CH:39][C:38]([F:41])=[CH:37][CH:36]=1. (4) Given the product [Cl:9][C:10]1[CH:11]=[CH:12][C:13]([CH3:23])=[C:14]([N:16]2[C:2](=[O:8])[C:3](=[O:5])[N:19]([CH2:20][C:21]#[CH:22])[C:17]2=[S:18])[CH:15]=1, predict the reactants needed to synthesize it. The reactants are: Cl[C:2](=[O:8])[C:3]([O:5]CC)=O.[Cl:9][C:10]1[CH:11]=[CH:12][C:13]([CH3:23])=[C:14]([NH:16][C:17]([NH:19][CH2:20][C:21]#[CH:22])=[S:18])[CH:15]=1. (5) Given the product [ClH:10].[Cl:10][C:11]1[CH:12]=[CH:13][C:14]([O:28][CH2:29][CH:30]([CH3:32])[CH3:31])=[C:15]([CH2:17][N:18]2[C:22]([CH3:23])=[CH:21][C:20]([C:24]3[NH:8][C:7]4[CH:6]=[CH:5][N:4]=[CH:3][C:2]=4[N:1]=3)=[N:19]2)[CH:16]=1, predict the reactants needed to synthesize it. The reactants are: [NH2:1][C:2]1[CH:3]=[N:4][CH:5]=[CH:6][C:7]=1[NH2:8].Cl.[Cl:10][C:11]1[CH:12]=[CH:13][C:14]([O:28][CH2:29][CH:30]([CH3:32])[CH3:31])=[C:15]([CH2:17][N:18]2[C:22]([CH3:23])=[CH:21][C:20]([C:24](=N)OC)=[N:19]2)[CH:16]=1.